Dataset: Forward reaction prediction with 1.9M reactions from USPTO patents (1976-2016). Task: Predict the product of the given reaction. (1) Given the reactants [H-].[Na+].[CH3:3][C:4]1[C:5]2[CH:21]=[CH:20][CH:19]=[CH:18][C:6]=2[S:7][C:8]=1[CH:9]([NH:11][S@@:12]([C:14]([CH3:17])([CH3:16])[CH3:15])=[O:13])[CH3:10].[CH3:22]I, predict the reaction product. The product is: [CH3:22][N:11]([C@@H:9]([C:8]1[S:7][C:6]2[CH:18]=[CH:19][CH:20]=[CH:21][C:5]=2[C:4]=1[CH3:3])[CH3:10])[S@@:12]([C:14]([CH3:17])([CH3:15])[CH3:16])=[O:13]. (2) The product is: [Br:9][C:10]1[CH:18]=[C:17]2[C:13]([CH:14]=[CH:15][N:16]2[CH2:7][CH2:6][N:4]([CH3:5])[CH3:3])=[CH:12][CH:11]=1. Given the reactants [H-].[Na+].[CH3:3][N:4]([CH2:6][CH2:7]O)[CH3:5].[Br:9][C:10]1[CH:18]=[C:17]2[C:13]([CH:14]=[CH:15][N:16]2S(C)(=O)=O)=[CH:12][CH:11]=1, predict the reaction product. (3) Given the reactants [CH3:1][CH2:2][C@H:3]([C@H:11]([CH2:13][N:14]([CH3:16])[CH3:15])[CH3:12])[C:4]1[CH:5]=[CH:6][CH:7]=[C:8]([OH:10])[CH:9]=1.[ClH:17], predict the reaction product. The product is: [CH3:1][CH2:2][C@H:3]([C@H:11]([CH2:13][N:14]([CH3:16])[CH3:15])[CH3:12])[C:4]1[CH:5]=[CH:6][CH:7]=[C:8]([OH:10])[CH:9]=1.[ClH:17].